Dataset: Peptide-MHC class II binding affinity with 134,281 pairs from IEDB. Task: Regression. Given a peptide amino acid sequence and an MHC pseudo amino acid sequence, predict their binding affinity value. This is MHC class II binding data. (1) The peptide sequence is AMTDTTPFGQQRVFK. The MHC is DRB3_0301 with pseudo-sequence DRB3_0301. The binding affinity (normalized) is 0.255. (2) The peptide sequence is KYFAATQFEPLAARL. The MHC is DRB1_0101 with pseudo-sequence DRB1_0101. The binding affinity (normalized) is 0.641. (3) The peptide sequence is KKDNQVAYLIIGILTLV. The MHC is DRB1_0901 with pseudo-sequence DRB1_0901. The binding affinity (normalized) is 0.646. (4) The peptide sequence is QRKVFRELVRNCDLP. The MHC is DRB1_0901 with pseudo-sequence DRB1_0901. The binding affinity (normalized) is 0.486. (5) The peptide sequence is LELKKLGEVSWEEEA. The MHC is HLA-DQA10601-DQB10402 with pseudo-sequence HLA-DQA10601-DQB10402. The binding affinity (normalized) is 0.237. (6) The peptide sequence is AARLFKAFILDGDKL. The MHC is HLA-DQA10201-DQB10202 with pseudo-sequence HLA-DQA10201-DQB10202. The binding affinity (normalized) is 0.230. (7) The peptide sequence is AAYSDQATLLLFSPR. The MHC is DRB1_0101 with pseudo-sequence DRB1_0101. The binding affinity (normalized) is 0.473.